This data is from Forward reaction prediction with 1.9M reactions from USPTO patents (1976-2016). The task is: Predict the product of the given reaction. (1) Given the reactants [OH-].[Na+].C(O)C.[I:6][C:7]1[CH:8]=[C:9]2[C:14](=[CH:15][CH:16]=1)[NH:13][CH:12]=[C:11]([C:17]([O:19]CC)=[O:18])[C:10]2=[O:22].Cl, predict the reaction product. The product is: [I:6][C:7]1[CH:8]=[C:9]2[C:14](=[CH:15][CH:16]=1)[NH:13][CH:12]=[C:11]([C:17]([OH:19])=[O:18])[C:10]2=[O:22]. (2) The product is: [CH3:7][CH:8]1[CH2:13][CH2:12][CH2:11][CH:10]([CH2:14][CH2:15][CH2:16][OH:17])[CH2:9]1. Given the reactants [H-].[H-].[H-].[H-].[Li+].[Al+3].[CH3:7][CH:8]1[CH2:13][CH2:12][CH2:11][CH:10]([CH2:14][CH2:15][C:16](O)=[O:17])[CH2:9]1.S([O-])([O-])(=O)=O.[Na+].[Na+], predict the reaction product. (3) Given the reactants [Cl:1][C:2]1[CH:3]=[C:4]([C:8]2[CH:13]=[C:12]([C:14]([F:17])([F:16])[F:15])[N:11]=[C:10]([N:18]3[CH:22]=[C:21](I)[N:20]=[CH:19]3)[N:9]=2)[CH:5]=[CH:6][CH:7]=1.[C:24]([NH:28][S:29]([C:32]1[S:33][C:34](B2OC(C)(C)C(C)(C)O2)=[CH:35][CH:36]=1)(=[O:31])=[O:30])([CH3:27])([CH3:26])[CH3:25], predict the reaction product. The product is: [C:24]([NH:28][S:29]([C:32]1[S:33][C:34]([C:21]2[N:20]=[CH:19][N:18]([C:10]3[N:9]=[C:8]([C:4]4[CH:5]=[CH:6][CH:7]=[C:2]([Cl:1])[CH:3]=4)[CH:13]=[C:12]([C:14]([F:17])([F:16])[F:15])[N:11]=3)[CH:22]=2)=[CH:35][CH:36]=1)(=[O:30])=[O:31])([CH3:27])([CH3:25])[CH3:26]. (4) Given the reactants C(=O)([O-])O.[Na+].Br[N:7]1[C:15]([CH2:18][CH3:19])([CH2:16][CH3:17])[C:14]2[C:9](=[CH:10][CH:11]=[C:12]([Br:20])[CH:13]=2)[C:8]1([CH2:23][CH3:24])[CH2:21][CH3:22].OO.Cl, predict the reaction product. The product is: [Br:20][C:12]1[CH:13]=[C:14]2[C:9](=[CH:10][CH:11]=1)[C:8]([CH2:23][CH3:24])([CH2:21][CH3:22])[NH:7][C:15]2([CH2:16][CH3:17])[CH2:18][CH3:19]. (5) Given the reactants CC[O-].[Na+].[Na].[C:6]([NH:9][C:10]1[S:11][CH:12]=[C:13]([C:15]2[CH:20]=[CH:19][C:18]([N:21]3[C:25]([Cl:26])=[CH:24][C:23]([NH:27][C:28]([NH:30][C:31]4[CH:36]=[CH:35][CH:34]=[C:33]([O:37][CH3:38])[CH:32]=4)=[O:29])=[C:22]3[C:39](OCC)=[O:40])=[CH:17][CH:16]=2)[N:14]=1)(=[O:8])[CH3:7], predict the reaction product. The product is: [Cl:26][C:25]1[N:21]([C:18]2[CH:19]=[CH:20][C:15]([C:13]3[N:14]=[C:10]([NH:9][C:6](=[O:8])[CH3:7])[S:11][CH:12]=3)=[CH:16][CH:17]=2)[C:22]2[C:39](=[O:40])[N:30]([C:31]3[CH:36]=[CH:35][CH:34]=[C:33]([O:37][CH3:38])[CH:32]=3)[C:28](=[O:29])[NH:27][C:23]=2[CH:24]=1. (6) The product is: [CH3:24][O:23][C:17]1[CH:16]=[C:15]([N:13]([CH3:14])[C:11]2[C:10]3[C:5](=[CH:6][CH:7]=[CH:8][CH:9]=3)[N:4]=[C:3]([NH:28][CH2:27][CH2:25][OH:26])[N:12]=2)[CH:20]=[CH:19][C:18]=1[O:21][CH3:22]. Given the reactants Cl.Cl[C:3]1[N:12]=[C:11]([N:13]([C:15]2[CH:20]=[CH:19][C:18]([O:21][CH3:22])=[C:17]([O:23][CH3:24])[CH:16]=2)[CH3:14])[C:10]2[C:5](=[CH:6][CH:7]=[CH:8][CH:9]=2)[N:4]=1.[CH2:25]([CH2:27][NH2:28])[OH:26], predict the reaction product.